Task: Predict the product of the given reaction.. Dataset: Forward reaction prediction with 1.9M reactions from USPTO patents (1976-2016) (1) Given the reactants [F:1][C:2]([F:12])([F:11])[O:3][C:4]1[CH:9]=[CH:8][CH:7]=[CH:6][C:5]=1[OH:10].C(=O)([O-])[O-].[K+].[K+].[CH3:19][O:20][CH2:21]Cl.O, predict the reaction product. The product is: [CH3:19][O:20][CH2:21][O:10][C:5]1[CH:6]=[CH:7][CH:8]=[CH:9][C:4]=1[O:3][C:2]([F:11])([F:12])[F:1]. (2) Given the reactants Br[C:2]1[CH:7]=[CH:6][C:5]([C@@H:8]([N:11]2[CH2:16][CH2:15][C@:14]([CH2:23][CH3:24])([C:17]3[CH:22]=[CH:21][CH:20]=[CH:19][CH:18]=3)[O:13][C:12]2=[O:25])[CH2:9][CH3:10])=[CH:4][CH:3]=1.Br[C:27]1[CH:28]=[CH:29][C:30](=[O:35])[N:31]([CH2:33][CH3:34])[CH:32]=1, predict the reaction product. The product is: [CH2:23]([C@@:14]1([C:17]2[CH:22]=[CH:21][CH:20]=[CH:19][CH:18]=2)[O:13][C:12](=[O:25])[N:11]([C@H:8]([C:5]2[CH:6]=[CH:7][C:2]([C:27]3[CH:28]=[CH:29][C:30](=[O:35])[N:31]([CH2:33][CH3:34])[CH:32]=3)=[CH:3][CH:4]=2)[CH2:9][CH3:10])[CH2:16][CH2:15]1)[CH3:24].